From a dataset of Catalyst prediction with 721,799 reactions and 888 catalyst types from USPTO. Predict which catalyst facilitates the given reaction. (1) Reactant: Cl[C:2]1[N:7]=[C:6]([N:8]2[CH2:13][CH2:12][O:11][CH2:10][CH2:9]2)[N:5]=[C:4]([NH:14][C:15]2[CH:20]=[CH:19][C:18]([O:21][C:22]([F:25])([F:24])[F:23])=[CH:17][CH:16]=2)[N:3]=1.O.[NH2:27][NH2:28]. Product: [NH:27]([C:2]1[N:7]=[C:6]([N:8]2[CH2:13][CH2:12][O:11][CH2:10][CH2:9]2)[N:5]=[C:4]([NH:14][C:15]2[CH:20]=[CH:19][C:18]([O:21][C:22]([F:25])([F:24])[F:23])=[CH:17][CH:16]=2)[N:3]=1)[NH2:28]. The catalyst class is: 38. (2) Reactant: [C:1]([C:4]1[CH:5]=[CH:6][C:7]2[O:12][CH2:11][C:10](=[O:13])[N:9]([CH2:14][CH2:15][N:16]3[CH2:21][CH2:20][CH:19]([NH:22][CH2:23][C:24]4[CH:25]=[CH:26][C:27]5[O:28][CH2:29][C:30](=[O:34])[NH:31][C:32]=5[N:33]=4)[CH2:18][CH2:17]3)[C:8]=2[CH:35]=1)(=[O:3])[CH3:2].[BH4-].[Na+]. Product: [OH:3][CH:1]([C:4]1[CH:5]=[CH:6][C:7]2[O:12][CH2:11][C:10](=[O:13])[N:9]([CH2:14][CH2:15][N:16]3[CH2:21][CH2:20][CH:19]([NH:22][CH2:23][C:24]4[CH:25]=[CH:26][C:27]5[O:28][CH2:29][C:30](=[O:34])[NH:31][C:32]=5[N:33]=4)[CH2:18][CH2:17]3)[C:8]=2[CH:35]=1)[CH3:2]. The catalyst class is: 5. (3) Reactant: CS[CH2:3][CH2:4][NH:5][C:6](=[O:11])[C:7]([F:10])([F:9])[F:8].O[O:13][S:14]([O-:16])=O.[K+].OS([O-])(=O)=O.[K+].[CH3:24]O. Product: [CH3:24][S:14]([CH2:3][CH2:4][NH:5][C:6](=[O:11])[C:7]([F:10])([F:9])[F:8])(=[O:16])=[O:13]. The catalyst class is: 6. (4) Reactant: [N:1]1[C:10]2[C:5](=[CH:6][CH:7]=[CH:8][CH:9]=2)[C:4]([CH2:11][NH2:12])=[CH:3][CH:2]=1.C(NC(C)C)(C)C.[Cl:20][C:21]1[C:22]([C:38]#[N:39])=[C:23]([CH:35]=[CH:36][CH:37]=1)[O:24][C:25]1[CH:30]=[CH:29][C:28]([S:31](Cl)(=[O:33])=[O:32])=[CH:27][CH:26]=1.Cl. Product: [Cl:20][C:21]1[C:22]([C:38]#[N:39])=[C:23]([CH:35]=[CH:36][CH:37]=1)[O:24][C:25]1[CH:26]=[CH:27][C:28]([S:31]([NH:12][CH2:11][C:4]2[C:5]3[C:10](=[CH:9][CH:8]=[CH:7][CH:6]=3)[N:1]=[CH:2][CH:3]=2)(=[O:32])=[O:33])=[CH:29][CH:30]=1. The catalyst class is: 7. (5) Reactant: [CH3:1][C@@:2]12[C:9]([CH3:11])([CH3:10])[CH:6]([CH2:7][CH2:8]1)[C:5](=[O:12])[CH2:4][C:3]2=[O:13].C(N(CC)CC)C.[N+:21]([C:24]1[CH:25]=[C:26]([N:30]=[C:31]=[O:32])[CH:27]=[CH:28][CH:29]=1)([O-:23])=[O:22].Cl. Product: [N+:21]([C:24]1[CH:25]=[C:26]([NH:30][C:31]([CH:4]2[C:5](=[O:12])[CH:6]3[C:9]([CH3:10])([CH3:11])[C@:2]([CH3:1])([CH2:8][CH2:7]3)[C:3]2=[O:13])=[O:32])[CH:27]=[CH:28][CH:29]=1)([O-:23])=[O:22]. The catalyst class is: 119.